From a dataset of Forward reaction prediction with 1.9M reactions from USPTO patents (1976-2016). Predict the product of the given reaction. (1) Given the reactants [Cl:1][C:2]1[CH:3]=[C:4]([C@H:9]2[CH2:14][C@@H:13]([C:15](=[O:22])[CH2:16][C:17](OCC)=[O:18])[CH2:12][CH2:11][N:10]2[C:23]([O:25][CH3:26])=[O:24])[CH:5]=[C:6]([Cl:8])[CH:7]=1.[OH-].[Na+].[NH2:29]O.Cl, predict the reaction product. The product is: [Cl:1][C:2]1[CH:3]=[C:4]([C@H:9]2[CH2:14][C@@H:13]([C:15]3[O:22][NH:29][C:17](=[O:18])[CH:16]=3)[CH2:12][CH2:11][N:10]2[C:23]([O:25][CH3:26])=[O:24])[CH:5]=[C:6]([Cl:8])[CH:7]=1. (2) Given the reactants [CH3:1][C:2]1[CH:26]=[CH:25][C:5]2[N:6]=[C:7]([C:9]3[CH:14]=[CH:13][C:12]([C:15]4[CH:20]=[CH:19][CH:18]=[CH:17][CH:16]=4)=[C:11]([C:21]([F:24])([F:23])[F:22])[CH:10]=3)[S:8][C:4]=2[CH:3]=1.C1C(=O)N([Br:34])C(=O)C1.CC(N=NC(C#N)(C)C)(C#N)C, predict the reaction product. The product is: [Br:34][CH2:1][C:2]1[CH:26]=[CH:25][C:5]2[N:6]=[C:7]([C:9]3[CH:14]=[CH:13][C:12]([C:15]4[CH:16]=[CH:17][CH:18]=[CH:19][CH:20]=4)=[C:11]([C:21]([F:22])([F:23])[F:24])[CH:10]=3)[S:8][C:4]=2[CH:3]=1. (3) The product is: [CH3:20][N:9]([CH2:10][C:11]([C:13]1[CH:14]=[CH:15][C:16]([Cl:19])=[CH:17][CH:18]=1)=[CH2:12])[NH:8][C:6]([O:5][C:1]([CH3:4])([CH3:2])[CH3:3])=[O:7]. Given the reactants [C:1]([O:5][C:6]([NH:8][NH:9][CH2:10][C:11]([C:13]1[CH:18]=[CH:17][C:16]([Cl:19])=[CH:15][CH:14]=1)=[CH2:12])=[O:7])([CH3:4])([CH3:3])[CH3:2].[CH:20](N(CC)C(C)C)(C)C.CI, predict the reaction product. (4) Given the reactants [CH:1]1([C:4]2[C:5]([O:13][CH2:14][C:15]([F:18])([F:17])[F:16])=[CH:6][C:7]([C:10]([OH:12])=O)=[N:8][CH:9]=2)[CH2:3][CH2:2]1.[NH2:19][C:20]([CH3:27])([CH2:23][CH:24]1[CH2:26][CH2:25]1)[C:21]#[N:22], predict the reaction product. The product is: [C:21]([C:20]([NH:19][C:10]([C:7]1[CH:6]=[C:5]([O:13][CH2:14][C:15]([F:18])([F:17])[F:16])[C:4]([CH:1]2[CH2:2][CH2:3]2)=[CH:9][N:8]=1)=[O:12])([CH3:27])[CH2:23][CH:24]1[CH2:26][CH2:25]1)#[N:22]. (5) Given the reactants [F:1][C:2]1[CH:7]=[CH:6][C:5]([C:8]2[C:15]([CH3:16])=[C:14]3[N:10]([CH2:11][CH2:12][CH2:13]3)[CH:9]=2)=[CH:4][CH:3]=1.[Br:17]N1C(=O)CCC1=O.C(OC(C)C)(C)C.CCCCCC, predict the reaction product. The product is: [Br:17][C:9]1[N:10]2[C:14](=[C:15]([CH3:16])[C:8]=1[C:5]1[CH:6]=[CH:7][C:2]([F:1])=[CH:3][CH:4]=1)[CH2:13][CH2:12][CH2:11]2. (6) Given the reactants [CH2:1]([O:3][C:4](=[O:28])[C:5]([CH3:27])([CH3:26])[CH2:6][CH2:7][CH2:8][CH2:9][CH2:10][C:11](=[O:25])[CH2:12][CH2:13][CH2:14][C:15]([CH3:24])([CH3:23])[CH2:16][CH2:17][C:18]([O:20][CH2:21][CH3:22])=[O:19])[CH3:2].[BH4-].[Na+], predict the reaction product. The product is: [CH2:1]([O:3][C:4](=[O:28])[C:5]([CH3:26])([CH3:27])[CH2:6][CH2:7][CH2:8][CH2:9][CH2:10][CH:11]([OH:25])[CH2:12][CH2:13][CH2:14][C:15]([CH3:24])([CH3:23])[CH2:16][CH2:17][C:18]([O:20][CH2:21][CH3:22])=[O:19])[CH3:2]. (7) The product is: [F:19][C:14]1[C:13]2[CH:12]=[C:9]3[C:10]4[CH:11]=[C:2]([C:37]5[C:38]([N:40]([CH3:45])[S:41]([CH3:44])(=[O:43])=[O:42])=[CH:39][C:29]6[O:28][C:27]([C:24]7[CH:25]=[CH:26][C:21]([F:20])=[CH:22][CH:23]=7)=[C:31]([C:32]([NH:34][CH3:35])=[O:33])[C:30]=6[CH:36]=5)[N:3]=[CH:4][C:5]=4[CH2:6][CH2:7][N:8]3[C:18]=2[CH:17]=[CH:16][CH:15]=1. Given the reactants Cl[C:2]1[N:3]=[CH:4][C:5]2[CH2:6][CH2:7][N:8]3[C:18]4[CH:17]=[CH:16][CH:15]=[C:14]([F:19])[C:13]=4[CH:12]=[C:9]3[C:10]=2[CH:11]=1.[F:20][C:21]1[CH:26]=[CH:25][C:24]([C:27]2[O:28][C:29]3[CH:39]=[C:38]([N:40]([CH3:45])[S:41]([CH3:44])(=[O:43])=[O:42])[C:37](B4OC(C)(C)C(C)(C)O4)=[CH:36][C:30]=3[C:31]=2[C:32]([NH:34][CH3:35])=[O:33])=[CH:23][CH:22]=1.C([O-])([O-])=O.[K+].[K+].CC(C1C=C(C(C)C)C(C2C=CC=CC=2P(C2CCCCC2)C2CCCCC2)=C(C(C)C)C=1)C, predict the reaction product. (8) Given the reactants [Cl:1][C:2]1[CH:9]=[C:8]([OH:10])[CH:7]=[CH:6][C:3]=1[CH:4]=[O:5].[CH3:11][N:12]([CH3:17])[C:13](=[O:16])[CH2:14]Cl.C(=O)([O-])[O-].[Cs+].[Cs+].[I-].[Na+].C(=O)([O-])[O-].[K+].[K+].[I-].[K+], predict the reaction product. The product is: [Cl:1][C:2]1[CH:9]=[C:8]([CH:7]=[CH:6][C:3]=1[CH:4]=[O:5])[O:10][CH2:14][C:13]([N:12]([CH3:17])[CH3:11])=[O:16]. (9) Given the reactants C(O[C:4](=[O:8])[CH2:5][C:6]#[N:7])C.[CH3:9][C:10]([C:12]1[C:17](N)=[CH:16][C:15]([O:19][CH3:20])=[C:14]([O:21][CH3:22])[CH:13]=1)=O.C([O-])(=O)C.[NH4+:27], predict the reaction product. The product is: [CH3:22][O:21][C:14]1[CH:13]=[C:12]2[C:17](=[CH:16][C:15]=1[O:19][CH3:20])[NH:27][C:4](=[O:8])[C:5]([C:6]#[N:7])=[C:10]2[CH3:9]. (10) Given the reactants [ClH:1].[CH3:2][NH2:3].[Br:4][C:5]1[CH:10]=[CH:9][C:8]([C:11]2[CH:16]=[CH:15][CH:14]=[C:13]([CH:17]=O)[CH:12]=2)=[CH:7][CH:6]=1, predict the reaction product. The product is: [ClH:1].[Br:4][C:5]1[CH:10]=[CH:9][C:8]([C:11]2[CH:16]=[CH:15][CH:14]=[C:13]([CH2:17][NH:3][CH3:2])[CH:12]=2)=[CH:7][CH:6]=1.